Dataset: Forward reaction prediction with 1.9M reactions from USPTO patents (1976-2016). Task: Predict the product of the given reaction. (1) Given the reactants [CH2:1]([O:3][C:4]([C:6]1[CH:7]=[C:8]2[N:13]([CH:14]=1)[CH:12]=[CH:11][C:10]([CH2:15][OH:16])=[CH:9]2)=[O:5])[CH3:2].Br[C:18]1[CH:19]=[CH:20][C:21]([O:24][CH3:25])=[N:22][CH:23]=1, predict the reaction product. The product is: [CH2:1]([O:3][C:4]([C:6]1[CH:7]=[C:8]2[N:13]([C:14]=1[C:18]1[CH:23]=[N:22][C:21]([O:24][CH3:25])=[CH:20][CH:19]=1)[CH:12]=[CH:11][C:10]([CH2:15][OH:16])=[CH:9]2)=[O:5])[CH3:2]. (2) Given the reactants Cl[C:2]1[CH:7]=[CH:6][C:5]([C:8]([F:11])([F:10])[F:9])=[CH:4][C:3]=1[N+:12]([O-:14])=[O:13].Cl.Cl.[CH3:17][N:18]([CH3:27])[C:19]1[CH:26]=[CH:25][C:22]([CH2:23][NH2:24])=[CH:21][CH:20]=1.C(=O)([O-])[O-].[K+].[K+].CN(C)C=O, predict the reaction product. The product is: [CH3:17][N:18]([CH3:27])[C:19]1[CH:26]=[CH:25][C:22]([CH2:23][NH:24][C:2]2[CH:7]=[CH:6][C:5]([C:8]([F:11])([F:10])[F:9])=[CH:4][C:3]=2[N+:12]([O-:14])=[O:13])=[CH:21][CH:20]=1. (3) Given the reactants [Cl:1][C:2]1[CH:7]=[CH:6][CH:5]=[CH:4][C:3]=1[N:8]1[C:17](=[O:18])[C:16]2[C:11](=[N:12][C:13](S(C)=O)=[N:14][CH:15]=2)[N:10]2[CH:22]=[CH:23][N:24]=[C:9]12.[NH2:25][C:26]1[CH:31]=[CH:30][CH:29]=[CH:28][CH:27]=1.C([O-])(O)=O.[Na+].[Cl-].[Na+].O, predict the reaction product. The product is: [NH:25]([C:13]1[N:14]=[CH:15][C:16]2[C:17](=[O:18])[N:8]([C:3]3[CH:4]=[CH:5][CH:6]=[CH:7][C:2]=3[Cl:1])[C:9]3[N:10]([CH:22]=[CH:23][N:24]=3)[C:11]=2[N:12]=1)[C:26]1[CH:31]=[CH:30][CH:29]=[CH:28][CH:27]=1. (4) Given the reactants [Br:1][C:2]1[CH:7]=[CH:6][C:5]([C:8]2[C:12]3[CH:13]=[CH:14][C:15]([CH2:17][CH2:18][CH2:19][CH2:20]O)=[CH:16][C:11]=3[S:10][N:9]=2)=[CH:4][CH:3]=1.[CH3:22][NH:23][CH3:24], predict the reaction product. The product is: [Br:1][C:2]1[CH:7]=[CH:6][C:5]([C:8]2[C:12]3[CH:13]=[CH:14][C:15]([CH2:17][CH2:18][CH2:19][CH2:20][N:23]([CH3:24])[CH3:22])=[CH:16][C:11]=3[S:10][N:9]=2)=[CH:4][CH:3]=1. (5) The product is: [C:1]([O:5][C:6]([N:8]1[CH2:13][CH2:12][CH2:11][CH:10]([C:14]2[S:15][CH:16]=[C:17]([C:19]([N:53]3[CH2:59][CH2:58][CH2:57][CH2:56][CH2:55][CH2:54]3)=[O:21])[CH:18]=2)[CH2:9]1)=[O:7])([CH3:2])([CH3:3])[CH3:4]. Given the reactants [C:1]([O:5][C:6]([N:8]1[CH2:13][CH2:12][CH2:11][CH:10]([C:14]2[S:15][CH:16]=[C:17]([C:19]([OH:21])=O)[CH:18]=2)[CH2:9]1)=[O:7])([CH3:4])([CH3:3])[CH3:2].C(N(CC)CC)C.CN(C(ON1N=NC2C=CC=NC1=2)=[N+](C)C)C.F[P-](F)(F)(F)(F)F.[NH:53]1[CH2:59][CH2:58][CH2:57][CH2:56][CH2:55][CH2:54]1, predict the reaction product. (6) The product is: [N:12]1[CH:13]=[CH:14][CH:15]=[CH:16][C:11]=1[C:6]([CH3:10])([CH2:7][C:2]([OH:1])=[O:28])[CH2:5][C:4]([OH:19])=[O:25]. Given the reactants [O:1]=[C:2]1[CH:7](C#N)[C:6]([C:11]2[CH:16]=[CH:15][CH:14]=[CH:13][N:12]=2)([CH3:10])[CH:5](C#N)[C:4](=[O:19])N1.S(=O)(=O)(O)O.[OH-:25].[Na+].C[OH:28], predict the reaction product. (7) Given the reactants O.[NH2:2][NH2:3].C([O:8][CH2:9][CH3:10])(=O)CO.[CH2:11]([N:14]=[C:15]=[S:16])[CH2:12][CH3:13].[OH-].[Na+].Cl, predict the reaction product. The product is: [OH:8][CH2:9][C:10]1[N:14]([CH2:11][CH2:12][CH3:13])[C:15]([SH:16])=[N:3][N:2]=1.